This data is from Forward reaction prediction with 1.9M reactions from USPTO patents (1976-2016). The task is: Predict the product of the given reaction. (1) Given the reactants [CH3:1][C:2]1([CH3:20])[C:11]2[C:6](=[CH:7][CH:8]=[C:9]([CH3:12])[CH:10]=2)[NH:5][CH:4]([C:13]2[CH:14]=[C:15]([NH2:19])[CH:16]=[CH:17][CH:18]=2)[CH2:3]1.N1C=CC=CC=1.[F:27][C:28]1[CH:33]=[CH:32][CH:31]=[CH:30][C:29]=1[S:34](Cl)(=[O:36])=[O:35], predict the reaction product. The product is: [F:27][C:28]1[CH:33]=[CH:32][CH:31]=[CH:30][C:29]=1[S:34]([NH:19][C:15]1[CH:16]=[CH:17][CH:18]=[C:13]([CH:4]2[CH2:3][C:2]([CH3:20])([CH3:1])[C:11]3[C:6](=[CH:7][CH:8]=[C:9]([CH3:12])[CH:10]=3)[NH:5]2)[CH:14]=1)(=[O:36])=[O:35]. (2) Given the reactants [F:1][C:2]1[CH:7]=[CH:6][CH:5]=[CH:4][C:3]=1[C@:8]12[CH2:16][CH2:15][CH:14]([O:17][CH3:18])[CH2:13][C@H:12]1[CH2:11][O:10][NH:9]2, predict the reaction product. The product is: [NH2:9][C@@:8]1([C:3]2[CH:4]=[CH:5][CH:6]=[CH:7][C:2]=2[F:1])[CH2:16][CH2:15][CH:14]([O:17][CH3:18])[CH2:13][C@H:12]1[CH2:11][OH:10]. (3) Given the reactants [CH3:1][O:2][C:3]1[C:8]2[N:9]=C(C)O[C:12](=[O:13])[C:7]=2[CH:6]=[CH:5][CH:4]=1.[C:15]1([Mg]Br)[CH:20]=[CH:19][CH:18]=[CH:17][CH:16]=1, predict the reaction product. The product is: [NH2:9][C:8]1[C:3]([O:2][CH3:1])=[CH:4][CH:5]=[CH:6][C:7]=1[C:12]([C:15]1[CH:20]=[CH:19][CH:18]=[CH:17][CH:16]=1)=[O:13]. (4) The product is: [CH2:22]([C:19]1[CH:18]=[N:17][C:16]([N:13]2[CH2:14][CH2:15][N:10]([C:5]3[N:4]=[CH:3][C:2]([B:29]4[O:33][C:32]([CH3:35])([CH3:34])[C:31]([CH3:37])([CH3:36])[O:30]4)=[CH:9][C:6]=3[C:7]#[N:8])[CH2:11][CH2:12]2)=[N:21][CH:20]=1)[CH3:23]. Given the reactants Br[C:2]1[CH:3]=[N:4][C:5]([N:10]2[CH2:15][CH2:14][N:13]([C:16]3[N:21]=[CH:20][C:19]([CH2:22][CH3:23])=[CH:18][N:17]=3)[CH2:12][CH2:11]2)=[C:6]([CH:9]=1)[C:7]#[N:8].C([O-])(=O)C.[K+].[B:29]1([B:29]2[O:33][C:32]([CH3:35])([CH3:34])[C:31]([CH3:37])([CH3:36])[O:30]2)[O:33][C:32]([CH3:35])([CH3:34])[C:31]([CH3:37])([CH3:36])[O:30]1, predict the reaction product. (5) Given the reactants [Cl:1][C:2]1[CH:10]=[CH:9][CH:8]=[C:7]([Cl:11])[C:3]=1[C:4]([OH:6])=O.[F:12][CH:13]([F:30])[C:14]1[N:19]=[CH:18][C:17]([C:20]2([CH2:28][NH2:29])[CH2:25][CH2:24][C:23]([F:27])([F:26])[CH2:22][CH2:21]2)=[CH:16][N:15]=1, predict the reaction product. The product is: [Cl:11][C:7]1[CH:8]=[CH:9][CH:10]=[C:2]([Cl:1])[C:3]=1[C:4]([NH:29][CH2:28][C:20]1([C:17]2[CH:16]=[N:15][C:14]([CH:13]([F:30])[F:12])=[N:19][CH:18]=2)[CH2:25][CH2:24][C:23]([F:26])([F:27])[CH2:22][CH2:21]1)=[O:6]. (6) Given the reactants [Cl:1][C:2]1[CH:7]=[CH:6][CH:5]=[CH:4][C:3]=1[C:8]1[N:9]=[C:10]2[CH:15]=[CH:14][CH:13]=[CH:12][N:11]2[C:16]=1[C:17](=[N:26][NH2:27])[NH:18][C:19]1[CH:24]=[CH:23][C:22]([Cl:25])=[CH:21][CH:20]=1.[N:28]([O-])=O.[Na+].C(=O)(O)[O-].[Na+], predict the reaction product. The product is: [Cl:1][C:2]1[CH:7]=[CH:6][CH:5]=[CH:4][C:3]=1[C:8]1[N:9]=[C:10]2[CH:15]=[CH:14][CH:13]=[CH:12][N:11]2[C:16]=1[C:17]1[N:18]([C:19]2[CH:20]=[CH:21][C:22]([Cl:25])=[CH:23][CH:24]=2)[N:28]=[N:27][N:26]=1. (7) Given the reactants [NH2:1][C:2]1[CH:12]=[CH:11][C:10]([C:13]2[N:14]([C:23]([O:25][C:26]([CH3:29])([CH3:28])[CH3:27])=[O:24])[C:15]3[C:20]([C:21]=2I)=[CH:19][CH:18]=[CH:17][CH:16]=3)=[C:4]2[C:5]([NH:7][C:8](=[O:9])[C:3]=12)=[O:6].[CH2:30]([OH:34])[CH2:31][C:32]#[CH:33].O, predict the reaction product. The product is: [NH2:1][C:2]1[CH:12]=[CH:11][C:10]([C:13]2[N:14]([C:23]([O:25][C:26]([CH3:29])([CH3:28])[CH3:27])=[O:24])[C:15]3[C:20]([C:21]=2[C:33]#[C:32][CH2:31][CH2:30][OH:34])=[CH:19][CH:18]=[CH:17][CH:16]=3)=[C:4]2[C:5]([NH:7][C:8](=[O:9])[C:3]=12)=[O:6].